This data is from Forward reaction prediction with 1.9M reactions from USPTO patents (1976-2016). The task is: Predict the product of the given reaction. (1) Given the reactants [CH3:1][C:2]1[C:7]([C:8]([F:11])([F:10])[F:9])=[CH:6][CH:5]=[CH:4][C:3]=1[N:12]1[C:16](=[O:17])[N:15]([CH3:18])[N:14]=[N:13]1.N(C1(C#N)CCCCC1)=NC1(C#N)CCCCC1.[Br:37]N1C(=O)CCC1=O.ClC1C=CC=CC=1, predict the reaction product. The product is: [Br:37][CH2:1][C:2]1[C:7]([C:8]([F:9])([F:10])[F:11])=[CH:6][CH:5]=[CH:4][C:3]=1[N:12]1[C:16](=[O:17])[N:15]([CH3:18])[N:14]=[N:13]1. (2) Given the reactants C(O[C:4](=[O:14])[CH:5]([CH3:13])[C:6]([C:8]1[O:9][CH:10]=[CH:11][CH:12]=1)=O)C.[NH:15]([C:17]1[CH:36]=[CH:35][C:20]([C:21]([NH:23][CH:24]2[CH2:29][C:28]([CH3:31])([CH3:30])[N:27]([CH3:32])[C:26]([CH3:34])([CH3:33])[CH2:25]2)=[O:22])=[CH:19][CH:18]=1)[NH2:16], predict the reaction product. The product is: [O:9]1[CH:10]=[CH:11][CH:12]=[C:8]1[C:6]1[NH:16][N:15]([C:17]2[CH:36]=[CH:35][C:20]([C:21]([NH:23][CH:24]3[CH2:25][C:26]([CH3:33])([CH3:34])[N:27]([CH3:32])[C:28]([CH3:31])([CH3:30])[CH2:29]3)=[O:22])=[CH:19][CH:18]=2)[C:4](=[O:14])[C:5]=1[CH3:13]. (3) The product is: [ClH:46].[Cl:46][C:43]1[CH:42]=[CH:41][C:40]([C@@H:38]2[CH2:39][N:35]([CH:33]3[CH2:54][CH2:55][O:50][CH2:51][CH2:52]3)[CH2:36][C@H:37]2[C:47]([N:12]2[CH2:13][C@@H:9]([N:8]([CH:5]3[CH2:6][CH2:7][C:2]([CH3:1])([CH3:27])[CH2:3][CH2:4]3)[C:20]([C@@H:22]3[CH2:26][CH2:25][CH2:24][O:23]3)=[O:21])[CH2:10][C@H:11]2[C:14]([N:16]([CH2:18][CH3:19])[CH3:17])=[O:15])=[O:49])=[CH:45][CH:44]=1. Given the reactants [CH3:1][C:2]1([CH3:27])[CH2:7][CH2:6][CH:5]([N:8]([C:20]([CH:22]2[CH2:26][CH2:25][CH2:24][O:23]2)=[O:21])[C@@H:9]2[CH2:13][NH:12][C@H:11]([C:14]([N:16]([CH2:18][CH3:19])[CH3:17])=[O:15])[CH2:10]2)[CH2:4][CH2:3]1.C(O[C:33]([N:35]1[CH2:39][C@@H:38]([C:40]2[CH:45]=[CH:44][C:43]([Cl:46])=[CH:42][CH:41]=2)[C@H:37]([C:47]([OH:49])=O)[CH2:36]1)=O)(C)(C)C.[O:50]1[CH2:55][CH2:54]C(=O)[CH2:52][CH2:51]1, predict the reaction product. (4) Given the reactants [H-].C([Al+]CC(C)C)C(C)C.C([Si]([O:18][CH2:19][CH2:20][C:21]1[CH:26]=[CH:25][C:24]([O:27][CH:28]2[CH2:33][O:32][CH:31]([C:34]3[CH:39]=[CH:38][CH:37]=[CH:36][CH:35]=3)[O:30][CH2:29]2)=[C:23]([I:40])[CH:22]=1)(C)C)(C)(C)C, predict the reaction product. The product is: [CH2:31]([O:30][CH2:29][CH:28]([O:27][C:24]1[CH:25]=[CH:26][C:21]([CH2:20][CH2:19][OH:18])=[CH:22][C:23]=1[I:40])[CH2:33][OH:32])[C:34]1[CH:35]=[CH:36][CH:37]=[CH:38][CH:39]=1.